This data is from Full USPTO retrosynthesis dataset with 1.9M reactions from patents (1976-2016). The task is: Predict the reactants needed to synthesize the given product. (1) Given the product [N:1]1([CH2:6][C:7]([C:19]2[S:20][CH:21]=[CH:22][N:23]=2)=[CH:8][C:9]2[CH:10]=[C:11]([CH:16]=[CH:17][CH:18]=2)[C:12]([OH:14])=[O:13])[CH:5]=[CH:4][N:3]=[CH:2]1, predict the reactants needed to synthesize it. The reactants are: [N:1]1([CH2:6][C:7]([C:19]2[S:20][CH:21]=[CH:22][N:23]=2)=[CH:8][C:9]2[CH:10]=[C:11]([CH:16]=[CH:17][CH:18]=2)[C:12]([O:14]C)=[O:13])[CH:5]=[CH:4][N:3]=[CH:2]1.[OH-].[Na+]. (2) Given the product [CH3:1][C:2]1[CH:7]=[C:6]([O:8][CH3:9])[C:5]([CH3:10])=[CH:4][C:3]=1[N:17]1[CH:18]=[CH:19][C:15]([CH3:14])=[N:16]1, predict the reactants needed to synthesize it. The reactants are: [CH3:1][C:2]1[CH:7]=[C:6]([O:8][CH3:9])[C:5]([CH3:10])=[CH:4][C:3]=1B(O)O.[CH3:14][C:15]1[CH:19]=[CH:18][NH:17][N:16]=1. (3) Given the product [C:1]([OH:4])(=[O:3])[CH3:2].[Cl:5][C:6]1[CH:11]=[C:10]([Cl:12])[C:9]([F:13])=[CH:8][C:7]=1[C:14]1[O:15][C:16]2[C:21]([C:22](=[O:24])[CH:23]=1)=[C:20]([OH:25])[CH:19]=[C:18]([OH:26])[C:17]=2[C@@H:27]1[CH2:31][CH2:30][N:29]([CH3:32])[C@H:28]1[CH2:33][OH:34], predict the reactants needed to synthesize it. The reactants are: [C:1]([OH:4])(=[O:3])[CH3:2].[Cl:5][C:6]1[CH:11]=[C:10]([Cl:12])[C:9]([F:13])=[CH:8][C:7]=1[C:14]1[O:15][C:16]2[C:21]([C:22](=[O:24])[CH:23]=1)=[C:20]([OH:25])[CH:19]=[C:18]([OH:26])[C:17]=2[C@@H:27]1[CH2:31][CH2:30][N:29]([CH3:32])[C@H:28]1[CH2:33][OH:34]. (4) Given the product [NH2:2][C:3]1[C:4]2[C:14]([O:15][CH2:16][C:17]([NH:20][C:31](=[O:32])[C:30]3[CH:34]=[CH:35][N:36]=[C:28]([N:26]4[CH:27]=[C:23]([CH:21]=[O:22])[N:24]=[CH:25]4)[CH:29]=3)([CH3:18])[CH3:19])=[CH:13][CH:12]=[CH:11][C:5]=2[NH:6][S:7](=[O:10])(=[O:9])[N:8]=1, predict the reactants needed to synthesize it. The reactants are: Cl.[NH2:2][C:3]1[C:4]2[C:14]([O:15][CH2:16][C:17]([NH2:20])([CH3:19])[CH3:18])=[CH:13][CH:12]=[CH:11][C:5]=2[NH:6][S:7](=[O:10])(=[O:9])[N:8]=1.[CH:21]([C:23]1[N:24]=[CH:25][N:26]([C:28]2[CH:29]=[C:30]([CH:34]=[CH:35][N:36]=2)[C:31](O)=[O:32])[CH:27]=1)=[O:22]. (5) Given the product [CH3:14][S:15][C:2]1[CH:10]=[C:9]([N+:11]([O-:13])=[O:12])[CH:8]=[CH:7][C:3]=1[C:4]([OH:6])=[O:5], predict the reactants needed to synthesize it. The reactants are: Cl[C:2]1[CH:10]=[C:9]([N+:11]([O-:13])=[O:12])[CH:8]=[CH:7][C:3]=1[C:4]([OH:6])=[O:5].[CH3:14][S:15]SC.[OH-].[Na+]. (6) Given the product [F:31][C:32]1[CH:37]=[C:36]([F:38])[CH:35]=[CH:34][C:33]=1[NH:39][C:40](=[O:60])[NH:41][C:42]1[CH:43]=[CH:44][C:45]([C:48]2[N:52]=[C:51]([CH2:53][CH2:54][CH2:55][C:56]([OH:58])=[O:57])[O:50][N:49]=2)=[CH:46][CH:47]=1, predict the reactants needed to synthesize it. The reactants are: FC(F)(F)C1C=C(NC(=O)NC2C=CC(C3SC(CCC(O)=O)=NC=3)=CC=2)C=CC=1.[F:31][C:32]1[CH:37]=[C:36]([F:38])[CH:35]=[CH:34][C:33]=1[NH:39][C:40](=[O:60])[NH:41][C:42]1[CH:47]=[CH:46][C:45]([C:48]2[N:52]=[C:51]([CH2:53][CH2:54][CH2:55][C:56]([O:58]C)=[O:57])[O:50][N:49]=2)=[CH:44][CH:43]=1. (7) Given the product [C:13]([O:17][C:18]([N:20]1[CH2:25][CH2:24][N:23]([C:2]([Cl:1])=[O:5])[C@H:22]([CH2:26][CH3:27])[CH2:21]1)=[O:19])([CH3:16])([CH3:15])[CH3:14], predict the reactants needed to synthesize it. The reactants are: [Cl:1][C:2]([O:5]C(=O)OC(Cl)(Cl)Cl)(Cl)Cl.[C:13]([O:17][C:18]([N:20]1[CH2:25][CH2:24][NH:23][C@H:22]([CH2:26][CH3:27])[CH2:21]1)=[O:19])([CH3:16])([CH3:15])[CH3:14].N1C=CC=CC=1. (8) Given the product [C:13]([O:1][C:2]1[CH:11]=[CH:10][CH:9]=[C:8]2[C:3]=1[CH2:4][CH2:5][CH2:6][C:7]2=[O:12])(=[O:18])[C:14]([CH3:17])([CH3:16])[CH3:15], predict the reactants needed to synthesize it. The reactants are: [OH:1][C:2]1[CH:11]=[CH:10][CH:9]=[C:8]2[C:3]=1[CH2:4][CH2:5][CH2:6][C:7]2=[O:12].[C:13](Cl)(=[O:18])[C:14]([CH3:17])([CH3:16])[CH3:15].Cl. (9) Given the product [F:1][C:2]1[CH:9]=[CH:8][C:5]([CH2:6][NH:7][C:17]([C:19]2[CH:20]=[C:21]3[C:26](=[CH:27][CH:28]=2)[N:25]=[C:24]([NH:29][C@H:30]2[C:38]4[C:33](=[CH:34][CH:35]=[CH:36][CH:37]=4)[CH2:32][CH2:31]2)[CH:23]=[CH:22]3)=[O:16])=[CH:4][CH:3]=1, predict the reactants needed to synthesize it. The reactants are: [F:1][C:2]1[CH:9]=[CH:8][C:5]([CH2:6][NH2:7])=[CH:4][CH:3]=1.C[Al](C)C.C([O:16][C:17]([C:19]1[CH:20]=[C:21]2[C:26](=[CH:27][CH:28]=1)[N:25]=[C:24]([NH:29][C@H:30]1[C:38]3[C:33](=[CH:34][CH:35]=[CH:36][CH:37]=3)[CH2:32][CH2:31]1)[CH:23]=[CH:22]2)=O)C.C(C(C(C([O-])=O)O)O)([O-])=O.[K+].[Na+]. (10) The reactants are: C[Si](C=[N+]=[N-])(C)C.[Br:8][C:9]1[CH:10]=[C:11]([CH2:17][C:18]([OH:20])=[O:19])[CH:12]=[CH:13][C:14]=1[O:15][CH3:16].[C:21](O)(=O)C. Given the product [CH3:21][O:19][C:18](=[O:20])[CH2:17][C:11]1[CH:12]=[CH:13][C:14]([O:15][CH3:16])=[C:9]([Br:8])[CH:10]=1, predict the reactants needed to synthesize it.